From a dataset of Full USPTO retrosynthesis dataset with 1.9M reactions from patents (1976-2016). Predict the reactants needed to synthesize the given product. (1) Given the product [Br:1][C:2]1[CH:3]=[C:4]([NH:9][C:10]([C:15]2[C:16]([NH:20][CH2:21][C:23]3[NH:27][N:26]=[N:25][N:24]=3)=[N:17][O:18][N:19]=2)=[N:11][OH:12])[CH:5]=[CH:6][C:7]=1[F:8], predict the reactants needed to synthesize it. The reactants are: [Br:1][C:2]1[CH:3]=[C:4]([N:9]2C(=O)[O:12][N:11]=[C:10]2[C:15]2[C:16]([NH:20][C:21]([C:23]3[NH:27][N:26]=[N:25][N:24]=3)=O)=[N:17][O:18][N:19]=2)[CH:5]=[CH:6][C:7]=1[F:8].P(Cl)(Cl)(Cl)(Cl)Cl.C([BH3-])#N.[Na+]. (2) Given the product [CH3:24][O:23][C:13]1[C:11]2[N:12]=[C:8]([NH:7][C:5](=[O:6])[C:4]3[CH:25]=[CH:26][N:27]=[C:2]([CH:56]4[CH2:57][CH2:58][O:64][CH2:54][CH2:55]4)[CH:3]=3)[S:9][C:10]=2[C:16]([N:17]2[CH2:22][CH2:21][O:20][CH2:19][CH2:18]2)=[CH:15][CH:14]=1, predict the reactants needed to synthesize it. The reactants are: Br[C:2]1[CH:3]=[C:4]([CH:25]=[CH:26][N:27]=1)[C:5]([NH:7][C:8]1[S:9][C:10]2[C:16]([N:17]3[CH2:22][CH2:21][O:20][CH2:19][CH2:18]3)=[CH:15][CH:14]=[C:13]([O:23][CH3:24])[C:11]=2[N:12]=1)=[O:6].C1(P(C2C=CC=CC=2)C2C=CC=CC=2)C=CC=CC=1.[Cl-].[Li+].C(C1[CH:58]=[C:57](C)[CH:56]=[C:55](C(C)(C)C)[C:54]=1[OH:64])(C)(C)C.